From a dataset of Reaction yield outcomes from USPTO patents with 853,638 reactions. Predict the reaction yield, written as a fraction of the theoretical maximum amount of product (1.0 means a 100% yield; for example, 0.34 means a 34% yield). The catalyst is C1COCC1. The product is [Cl:23][C:19]1[CH:18]=[C:17]([C:13]2[CH:14]=[C:15]([OH:16])[C:10]([C:8]([NH:7][C:4]([CH3:5])([CH3:6])[C:3]([OH:24])=[O:2])=[O:9])=[N:11][CH:12]=2)[CH:22]=[CH:21][CH:20]=1. The yield is 0.810. The reactants are C[O:2][C:3](=[O:24])[C:4]([NH:7][C:8]([C:10]1[C:15]([OH:16])=[CH:14][C:13]([C:17]2[CH:22]=[CH:21][CH:20]=[C:19]([Cl:23])[CH:18]=2)=[CH:12][N:11]=1)=[O:9])([CH3:6])[CH3:5].[Li+].[OH-].O.